Regression. Given two drug SMILES strings and cell line genomic features, predict the synergy score measuring deviation from expected non-interaction effect. From a dataset of NCI-60 drug combinations with 297,098 pairs across 59 cell lines. (1) Drug 1: CCCS(=O)(=O)NC1=C(C(=C(C=C1)F)C(=O)C2=CNC3=C2C=C(C=N3)C4=CC=C(C=C4)Cl)F. Drug 2: C(CCl)NC(=O)N(CCCl)N=O. Cell line: SW-620. Synergy scores: CSS=-10.2, Synergy_ZIP=7.38, Synergy_Bliss=-5.81, Synergy_Loewe=-25.3, Synergy_HSA=-23.9. (2) Drug 1: CC(CN1CC(=O)NC(=O)C1)N2CC(=O)NC(=O)C2. Drug 2: CC1=C(C(CCC1)(C)C)C=CC(=CC=CC(=CC(=O)O)C)C. Cell line: ACHN. Synergy scores: CSS=34.4, Synergy_ZIP=-9.41, Synergy_Bliss=-3.20, Synergy_Loewe=4.73, Synergy_HSA=5.20. (3) Drug 1: CC1C(C(CC(O1)OC2CC(CC3=C2C(=C4C(=C3O)C(=O)C5=C(C4=O)C(=CC=C5)OC)O)(C(=O)CO)O)N)O.Cl. Drug 2: CCC1=CC2CC(C3=C(CN(C2)C1)C4=CC=CC=C4N3)(C5=C(C=C6C(=C5)C78CCN9C7C(C=CC9)(C(C(C8N6C)(C(=O)OC)O)OC(=O)C)CC)OC)C(=O)OC.C(C(C(=O)O)O)(C(=O)O)O. Cell line: TK-10. Synergy scores: CSS=26.6, Synergy_ZIP=-5.37, Synergy_Bliss=-1.81, Synergy_Loewe=-5.65, Synergy_HSA=-0.276. (4) Drug 1: CCN(CC)CCNC(=O)C1=C(NC(=C1C)C=C2C3=C(C=CC(=C3)F)NC2=O)C. Drug 2: CC1CC(C(C(C=C(C(C(C=CC=C(C(=O)NC2=CC(=O)C(=C(C1)C2=O)OC)C)OC)OC(=O)N)C)C)O)OC. Cell line: SW-620. Synergy scores: CSS=88.8, Synergy_ZIP=4.15, Synergy_Bliss=3.06, Synergy_Loewe=1.50, Synergy_HSA=8.01. (5) Drug 1: C1=NC2=C(N1)C(=S)N=C(N2)N. Drug 2: C1CN(CCN1C(=O)CCBr)C(=O)CCBr. Cell line: NCI-H226. Synergy scores: CSS=19.6, Synergy_ZIP=-4.86, Synergy_Bliss=-2.80, Synergy_Loewe=-1.71, Synergy_HSA=-0.594. (6) Drug 1: CCCS(=O)(=O)NC1=C(C(=C(C=C1)F)C(=O)C2=CNC3=C2C=C(C=N3)C4=CC=C(C=C4)Cl)F. Drug 2: CC12CCC3C(C1CCC2OP(=O)(O)O)CCC4=C3C=CC(=C4)OC(=O)N(CCCl)CCCl.[Na+]. Cell line: OVCAR-8. Synergy scores: CSS=-4.03, Synergy_ZIP=0.884, Synergy_Bliss=-2.48, Synergy_Loewe=-4.67, Synergy_HSA=-4.69.